From a dataset of Forward reaction prediction with 1.9M reactions from USPTO patents (1976-2016). Predict the product of the given reaction. Given the reactants [C:1]([C:4]1[CH:9]([CH2:10][CH:11]2[CH2:20][CH2:19][C:18]3[C:13](=[CH:14][CH:15]=[C:16](OC)[CH:17]=3)[C:12]2=[O:23])[CH:8]=[CH:7][N:6]([CH2:24][C:25]2[CH:30]=[CH:29][CH:28]=[CH:27][C:26]=2[C:31]([F:34])([F:33])[F:32])[CH:5]=1)(=[O:3])[CH3:2].C(C1C(=O)C([Cl:45])=C(Cl)[C:39](=[O:40])C=1C#N)#N, predict the reaction product. The product is: [Cl-:45].[C:1]([C:4]1[CH:5]=[N+:6]([CH2:24][C:25]2[CH:30]=[CH:29][CH:28]=[CH:27][C:26]=2[C:31]([F:32])([F:34])[F:33])[CH:7]=[CH:8][C:9]=1[CH2:10][C:11]1([O:40][CH3:39])[CH2:20][CH2:19][C:18]2[C:13](=[CH:14][CH:15]=[CH:16][CH:17]=2)[C:12]1=[O:23])(=[O:3])[CH3:2].